The task is: Predict the product of the given reaction.. This data is from Forward reaction prediction with 1.9M reactions from USPTO patents (1976-2016). Given the reactants [Cl:1][C:2]1[CH:7]=[C:6]([N+:8]([O-:10])=[O:9])[CH:5]=[CH:4][C:3]=1[CH2:11]O.[Br:13]P(Br)Br, predict the reaction product. The product is: [Br:13][CH2:11][C:3]1[CH:4]=[CH:5][C:6]([N+:8]([O-:10])=[O:9])=[CH:7][C:2]=1[Cl:1].